From a dataset of Reaction yield outcomes from USPTO patents with 853,638 reactions. Predict the reaction yield, written as a fraction of the theoretical maximum amount of product (1.0 means a 100% yield; for example, 0.34 means a 34% yield). The reactants are Cl.[C:2]([O:6][C:7](=[O:11])[C@H:8]([CH3:10])[NH2:9])([CH3:5])([CH3:4])[CH3:3].[C:12](=N)([C:19]1[CH:24]=[CH:23][CH:22]=[CH:21][CH:20]=1)[C:13]1[CH:18]=[CH:17][CH:16]=[CH:15][CH:14]=1. The catalyst is ClCCl.O. The product is [C:2]([O:6][C:7](=[O:11])[C@@H:8]([N:9]=[C:12]([C:13]1[CH:18]=[CH:17][CH:16]=[CH:15][CH:14]=1)[C:19]1[CH:24]=[CH:23][CH:22]=[CH:21][CH:20]=1)[CH3:10])([CH3:5])([CH3:4])[CH3:3]. The yield is 1.00.